Task: Regression/Classification. Given a drug SMILES string, predict its toxicity properties. Task type varies by dataset: regression for continuous values (e.g., LD50, hERG inhibition percentage) or binary classification for toxic/non-toxic outcomes (e.g., AMES mutagenicity, cardiotoxicity, hepatotoxicity). Dataset: herg_karim.. Dataset: hERG potassium channel inhibition data for cardiac toxicity prediction from Karim et al. The drug is Cc1csc(Cn2c(C3CCCN(C)C3)nc3ccccc32)n1. The result is 0 (non-blocker).